From a dataset of Reaction yield outcomes from USPTO patents with 853,638 reactions. Predict the reaction yield, written as a fraction of the theoretical maximum amount of product (1.0 means a 100% yield; for example, 0.34 means a 34% yield). The reactants are [CH3:1][C:2]1[O:6][N:5]=[C:4]([C:7]2[CH:12]=[CH:11][CH:10]=[CH:9][CH:8]=2)[C:3]=1[CH2:13][O:14][C:15]1[CH:23]=[CH:22][C:18]([C:19]([OH:21])=O)=[CH:17][N:16]=1.[NH2:24][CH2:25][C:26]([CH3:30])([CH3:29])[CH2:27][OH:28]. No catalyst specified. The product is [OH:28][CH2:27][C:26]([CH3:30])([CH3:29])[CH2:25][NH:24][C:19](=[O:21])[C:18]1[CH:22]=[CH:23][C:15]([O:14][CH2:13][C:3]2[C:4]([C:7]3[CH:8]=[CH:9][CH:10]=[CH:11][CH:12]=3)=[N:5][O:6][C:2]=2[CH3:1])=[N:16][CH:17]=1. The yield is 0.590.